Task: Predict the product of the given reaction.. Dataset: Forward reaction prediction with 1.9M reactions from USPTO patents (1976-2016) (1) Given the reactants [C:1]12([CH2:11][C:12]([NH:14][C:15]3[CH:24]=[CH:23][CH:22]=[C:21]4[C:16]=3[CH:17]=[CH:18][O:19][C:20]4=O)=[O:13])[CH2:10][CH:5]3[CH2:6][CH:7]([CH2:9][CH:3]([CH2:4]3)[CH2:2]1)[CH2:8]2.[F:26][C:27]1[CH:34]=[CH:33][C:30]([CH2:31][NH2:32])=[CH:29][CH:28]=1, predict the reaction product. The product is: [C:1]12([CH2:11][C:12]([NH:14][C:15]3[CH:24]=[CH:23][CH:22]=[C:21]4[C:16]=3[CH:17]=[CH:18][N:32]([CH2:31][C:30]3[CH:33]=[CH:34][C:27]([F:26])=[CH:28][CH:29]=3)[C:20]4=[O:19])=[O:13])[CH2:10][CH:5]3[CH2:6][CH:7]([CH2:9][CH:3]([CH2:4]3)[CH2:2]1)[CH2:8]2. (2) Given the reactants [CH:1]1[C:13]2N[C:3]3[C:2](=[CH:3][CH:13]=[CH:1][CH:2]=3)[C:1]=2[CH:13]=[CH:3][CH:2]=1.[CH2:14]([N:16]1[C:28]2[CH:27]=[CH:26][C:25]([N:29]3[C:41]4[CH:40]=[CH:39][CH:38]=[CH:37][C:36]=4[C:35]4[C:30]3=[CH:31][CH:32]=[CH:33][CH:34]=4)=[CH:24][C:23]=2[C:22]2[C:17]1=[CH:18][CH:19]=[C:20]([N:42]1[C:54]3[CH:53]=[CH:52][CH:51]=[CH:50][C:49]=3[C:48]3[C:43]1=[CH:44][CH:45]=[CH:46][CH:47]=3)[CH:21]=2)[CH3:15], predict the reaction product. The product is: [C:14]1([N:16]2[C:17]3[CH:18]=[CH:19][C:20]([N:42]4[C:43]5[CH:44]=[CH:45][CH:46]=[CH:47][C:48]=5[C:49]5[C:54]4=[CH:53][CH:52]=[CH:51][CH:50]=5)=[CH:21][C:22]=3[C:23]3[C:28]2=[CH:27][CH:26]=[C:25]([N:29]2[C:41]4[CH:40]=[CH:39][CH:38]=[CH:37][C:36]=4[C:35]4[C:30]2=[CH:31][CH:32]=[CH:33][CH:34]=4)[CH:24]=3)[CH:3]=[CH:2][CH:1]=[CH:13][CH:15]=1. (3) Given the reactants C[O:2][C:3](=[O:10])[C@@H:4]1[CH2:8][CH:7]([OH:9])[CH2:6][NH:5]1.Cl[Si](C)(C)C, predict the reaction product. The product is: [OH:9][CH:7]1[CH2:6][NH:5][C@H:4]([C:3]([OH:10])=[O:2])[CH2:8]1.